From a dataset of Peptide-MHC class II binding affinity with 134,281 pairs from IEDB. Regression. Given a peptide amino acid sequence and an MHC pseudo amino acid sequence, predict their binding affinity value. This is MHC class II binding data. (1) The peptide sequence is INAIFEENEVDISVV. The MHC is DRB1_0801 with pseudo-sequence DRB1_0801. The binding affinity (normalized) is 0.256. (2) The peptide sequence is GELQIVDAIDAAFKI. The MHC is DRB1_1201 with pseudo-sequence DRB1_1201. The binding affinity (normalized) is 0.646.